Dataset: NCI-60 drug combinations with 297,098 pairs across 59 cell lines. Task: Regression. Given two drug SMILES strings and cell line genomic features, predict the synergy score measuring deviation from expected non-interaction effect. (1) Drug 1: C1=CC(=C2C(=C1NCCNCCO)C(=O)C3=C(C=CC(=C3C2=O)O)O)NCCNCCO. Drug 2: C1C(C(OC1N2C=NC(=NC2=O)N)CO)O. Cell line: NCI-H226. Synergy scores: CSS=33.7, Synergy_ZIP=-1.89, Synergy_Bliss=-5.59, Synergy_Loewe=-26.1, Synergy_HSA=-7.75. (2) Cell line: HCT-15. Synergy scores: CSS=2.39, Synergy_ZIP=7.97, Synergy_Bliss=17.7, Synergy_Loewe=-0.543, Synergy_HSA=2.37. Drug 1: CCN(CC)CCNC(=O)C1=C(NC(=C1C)C=C2C3=C(C=CC(=C3)F)NC2=O)C. Drug 2: C1C(C(OC1N2C=NC3=C2NC=NCC3O)CO)O.